Task: Regression. Given a peptide amino acid sequence and an MHC pseudo amino acid sequence, predict their binding affinity value. This is MHC class I binding data.. Dataset: Peptide-MHC class I binding affinity with 185,985 pairs from IEDB/IMGT The binding affinity (normalized) is 0.0847. The peptide sequence is AVGVVCTGL. The MHC is HLA-B39:01 with pseudo-sequence HLA-B39:01.